This data is from Forward reaction prediction with 1.9M reactions from USPTO patents (1976-2016). The task is: Predict the product of the given reaction. (1) Given the reactants CS([C:5]1[N:10]=[C:9]([C:11]2[N:15]3[CH:16]=[CH:17][N:18]=[C:19]([NH:20][CH2:21][CH2:22][N:23]4[CH2:28][CH2:27][O:26][CH2:25][CH2:24]4)[C:14]3=[N:13][CH:12]=2)[CH:8]=[CH:7][N:6]=1)(=O)=O.[Cl:29][C:30]1[CH:37]=[CH:36][CH:35]=[CH:34][C:31]=1[CH2:32][NH2:33], predict the reaction product. The product is: [Cl:29][C:30]1[CH:37]=[CH:36][CH:35]=[CH:34][C:31]=1[CH2:32][NH:33][C:5]1[N:10]=[C:9]([C:11]2[N:15]3[CH:16]=[CH:17][N:18]=[C:19]([NH:20][CH2:21][CH2:22][N:23]4[CH2:28][CH2:27][O:26][CH2:25][CH2:24]4)[C:14]3=[N:13][CH:12]=2)[CH:8]=[CH:7][N:6]=1. (2) The product is: [C:29]([C:2]1[N:3]=[CH:4][C:5]([CH2:21][CH2:22][C:23]([O:25][CH2:26][CH3:27])=[O:24])=[C:6]2[CH:10]=[CH:9][N:8]([S:11]([C:14]3[CH:19]=[CH:18][C:17]([CH3:20])=[CH:16][CH:15]=3)(=[O:13])=[O:12])[C:7]=12)#[N:30]. Given the reactants Cl[C:2]1[N:3]=[CH:4][C:5]([CH2:21][CH2:22][C:23]([O:25][CH2:26][CH3:27])=[O:24])=[C:6]2[CH:10]=[CH:9][N:8]([S:11]([C:14]3[CH:19]=[CH:18][C:17]([CH3:20])=[CH:16][CH:15]=3)(=[O:13])=[O:12])[C:7]=12.[Cu][C:29]#[N:30].[NH4+].[OH-], predict the reaction product. (3) Given the reactants FC(F)(F)S(O[C:7]1[CH:8]=[CH:9][C:10]2[O:14][C:13]([C:15]3[CH:20]=[CH:19][C:18]([F:21])=[CH:17][CH:16]=3)=[C:12]([C:22](=[O:25])[NH:23][CH3:24])[C:11]=2[CH:26]=1)(=O)=O.B([C:32]1[CH:33]=[CH:34][C:35]([O:41][CH3:42])=[C:36]([CH:40]=1)[C:37]([OH:39])=[O:38])(O)O.C(=O)([O-])[O-].[Cs+].[Cs+].O1CCOCC1, predict the reaction product. The product is: [F:21][C:18]1[CH:17]=[CH:16][C:15]([C:13]2[O:14][C:10]3[CH:9]=[CH:8][C:7]([C:32]4[CH:33]=[CH:34][C:35]([O:41][CH3:42])=[C:36]([CH:40]=4)[C:37]([OH:39])=[O:38])=[CH:26][C:11]=3[C:12]=2[C:22](=[O:25])[NH:23][CH3:24])=[CH:20][CH:19]=1.